Dataset: Reaction yield outcomes from USPTO patents with 853,638 reactions. Task: Predict the reaction yield, written as a fraction of the theoretical maximum amount of product (1.0 means a 100% yield; for example, 0.34 means a 34% yield). The reactants are [F:1][C:2]1[CH:7]=[CH:6][C:5]([C:8]2[C:17]3[C:18](=[O:21])[O:19][CH2:20][C:16]=3[C:15]([OH:22])=[C:14]3[C:9]=2[CH:10]=[C:11]([O:25][CH3:26])[C:12]([O:23][CH3:24])=[CH:13]3)=[CH:4][CH:3]=1.IC.[C:29](=O)([O-])[O-].[K+].[K+].[Cl-].[NH4+]. The catalyst is CN(C)C=O. The product is [F:1][C:2]1[CH:7]=[CH:6][C:5]([C:8]2[C:17]3[C:18](=[O:21])[O:19][CH2:20][C:16]=3[C:15]([O:22][CH3:29])=[C:14]3[C:9]=2[CH:10]=[C:11]([O:25][CH3:26])[C:12]([O:23][CH3:24])=[CH:13]3)=[CH:4][CH:3]=1. The yield is 0.780.